This data is from Forward reaction prediction with 1.9M reactions from USPTO patents (1976-2016). The task is: Predict the product of the given reaction. Given the reactants [NH2:1][C:2]1[C:11]2[CH:10]=[CH:9][CH:8]=[C:7](Br)[C:6]=2[N:5]=[C:4]2[CH2:13][N:14]([CH:17]3[CH2:20][CH2:19][CH2:18]3)[C:15](=[O:16])[C:3]=12.C([Sn](CCCC)(CCCC)[C:26]1[CH:31]=[N:30][CH:29]=[CH:28][N:27]=1)CCC, predict the reaction product. The product is: [NH2:1][C:2]1[C:11]2[CH:10]=[CH:9][CH:8]=[C:7]([C:26]3[CH:31]=[N:30][CH:29]=[CH:28][N:27]=3)[C:6]=2[N:5]=[C:4]2[CH2:13][N:14]([CH:17]3[CH2:20][CH2:19][CH2:18]3)[C:15](=[O:16])[C:3]=12.